From a dataset of Full USPTO retrosynthesis dataset with 1.9M reactions from patents (1976-2016). Predict the reactants needed to synthesize the given product. (1) Given the product [NH2:28][C:26]1[S:27][C:9]([C:10]([O:12][CH2:13][CH3:14])=[O:11])=[C:8]([C:5]2[CH:4]=[N:3][C:2]([Cl:1])=[CH:7][N:6]=2)[N:25]=1, predict the reactants needed to synthesize it. The reactants are: [Cl:1][C:2]1[N:3]=[CH:4][C:5]([C:8](=O)[CH2:9][C:10]([O:12][CH2:13][CH3:14])=[O:11])=[N:6][CH:7]=1.INC(=O)CCC(N)=O.[NH2:25][C:26]([NH2:28])=[S:27]. (2) The reactants are: [OH:1][C@@H:2]1[CH2:18][CH:17]2[C@@:5]([CH3:24])([C@@H:6]3[C@@H:14]([CH2:15][CH2:16]2)[C@H:13]2[C@@:9]([CH3:22])([C@@H:10]([C:19](O)=[O:20])[CH2:11][CH2:12]2)[CH2:8][C@@H:7]3[OH:23])[CH2:4][CH2:3]1.CCN=C=NCCCN(C)C.Cl.C1C=CC2N(O)N=NC=2C=1.CN1CCOCC1.[C:54]([O:58][C:59](=[O:64])[NH:60][CH2:61][CH2:62][NH2:63])([CH3:57])([CH3:56])[CH3:55]. Given the product [OH:1][C@@H:2]1[CH2:18][CH:17]2[C@@:5]([CH3:24])([C@@H:6]3[C@@H:14]([CH2:15][CH2:16]2)[C@H:13]2[C@@:9]([CH3:22])([C@@H:10]([C:19]([NH:63][CH2:62][CH2:61][NH:60][C:59](=[O:64])[O:58][C:54]([CH3:57])([CH3:55])[CH3:56])=[O:20])[CH2:11][CH2:12]2)[CH2:8][C@@H:7]3[OH:23])[CH2:4][CH2:3]1, predict the reactants needed to synthesize it. (3) Given the product [CH:1]([O:4][C:5]1[C:6]([N+:22]([O-:24])=[O:23])=[CH:7][C:8]([CH3:21])=[C:9]([C:11]2[CH2:20][CH2:19][C:14](=[O:15])[CH2:13][CH:12]=2)[CH:10]=1)([CH3:3])[CH3:2], predict the reactants needed to synthesize it. The reactants are: [CH:1]([O:4][C:5]1[C:6]([N+:22]([O-:24])=[O:23])=[CH:7][C:8]([CH3:21])=[C:9]([C:11]2[CH2:20][CH2:19][C:14]3(OCC[O:15]3)[CH2:13][CH:12]=2)[CH:10]=1)([CH3:3])[CH3:2].CCCCCC.CCOC(C)=O.